From a dataset of Experimentally validated miRNA-target interactions with 360,000+ pairs, plus equal number of negative samples. Binary Classification. Given a miRNA mature sequence and a target amino acid sequence, predict their likelihood of interaction. (1) The miRNA is hsa-miR-4266 with sequence CUAGGAGGCCUUGGCC. The protein sequence of the target gene is MEKPRGTEEAPSSEPMEEEEEDDLDLFGGYDSFRSYNSSAGSESSSYLEESSEAENEDREAGELPTSPLHLFSSANNRSLDGSGSEPAVCEMCGIVGTREAFFSKTKRFCSVSCSRSYSSNSKKASILARLQGKPPTKKAKVLHKAAWSAKIGAFLHAQGTGQLADGTPTGQDALVLGFDWGKFLKDHSYKAAPVSCFKHVPLYDQWEDVMKGMKVEVLNSDAVLPSRVYWIATVIQAAGYRVLLRYEGFENDASHDFWCNLGTVDVHPIGWCAINSKILVPPRTIHAKFTDWKSYLMKR.... Result: 0 (no interaction). (2) The miRNA is mmu-miR-669k-3p with sequence UAUGCAUAUACACGCAUGCAA. The protein sequence of the target gene is MMSEQDLADVVQIAVEDLSPDHPVVLENHVVTDDDEPALKRQRLEINCQDPSIKSFLYSINQTICLRLDSIEAKLQALEATCKSLEEKLDLVTNKQHSPIQVPMVAGSPLGATQTCNKVRCVVPQTTVILNNDRQNAIVAKMEDPLSNRAPDSLENIISNAVPGRRQNTIVVKVPGQDDSHNEDGESGSEASDSVSNCGQPGSQNIGSNVTLITLNSEEDYPNGTWLGDENNPEMRVRCAIIPSDMLHISTNCRTAEKMALTLLDYLFHREVQAVSNLSGQGKHGKKQLDPLTIYGIRCH.... Result: 0 (no interaction). (3) The miRNA is mmu-miR-466l-5p with sequence UUGUGUGUACAUGUACAUGUAU. The protein sequence of the target gene is MEDSGIQRGIWDGDAKAVQQCLTDIFTSVYTTCDIPENAIFGPCVLSHTSLYDSIAFVALKSTDKRTVPYIFRVDTSAANGSSEGLMWLRLVQSARDKEEQNLEAYIKNGQLFYRSLRRIAKDEELLVWYGKELTELLLLCPSRAHKMNGSSPYTCLECSQRFQFEFPYVAHLRFRCPKRLHSTDANPQDEQGGGLGTKDHGGGGGGKEQQQQQQQQQQEAPLIPGPKFCKAGPIHHYPASSPEASNPPGSAGASSAKPSTDFHNLARELENSRGNSSCVAAPGVGSGGSGHQEAELSPD.... Result: 1 (interaction). (4) The miRNA is mmu-miR-1962 with sequence AGAGGCUGGCACUGGGACACAU. The protein sequence of the target gene is MVPEVRVLSSLLGLALLWFPLDSHARARPDMFCLFHGKRYSPGESWHPYLEPQGLMYCLRCTCSEGAHVSCYRLHCPPVHCPQPVTEPQQCCPKCVEPHTPSGLRAPPKSCQHNGTMYQHGEIFSAHELFPSRLPNQCVLCSCTEGQIYCGLTTCPEPGCPAPLPLPDSCCQACKDEASEQSDEEDSVQSLHGVRHPQDPCSSDAGRKRGPGTPAPTGLSAPLSFIPRHFRPKGAGSTTVKIVLKEKHKKACVHGGKTYSHGEVWHPAFRAFGPLPCILCTCEDGRQDCQRVTCPTEYPC.... Result: 0 (no interaction). (5) The miRNA is cel-miR-242 with sequence UUGCGUAGGCCUUUGCUUCGA. The protein sequence of the target gene is MCIIFFKFDPRPVSKNAYRLILAANRDEFYSRPSKLADFWGNNNEILSGLDMEEGKEGGTWLGISTRGKLAALTNYLQPQLDWQARGRGELVTHFLTTDVDSLSYLKKVSMEGHLYNGFNLIAADLSTAKGDVICYYGNRGEPDPIVLTPGTYGLSNALLETPWRKLCFGKQLFLEAVERSQALPKDVLIASLLDVLNNEEAQLPDPAIEDQGGEYVQPMLSKYAAVCVRCPGYGTRTNTIILVDADGHVTFTERSMMDKDLSHWETRTYEFTLQS. Result: 0 (no interaction). (6) The miRNA is hsa-miR-6715a-3p with sequence CCAAACCAGUCGUGCCUGUGG. The protein sequence of the target gene is MYSGNRSGDQGYWEDGAGAEGAAPAGTRSPAPLFSPTAYERLALLLGCLALLGVGGNLLVLLLYSKFPRLRTPTHLFLVNLSLGDLLVSLFGVTFTFASCLRNGWVWDAVGCAWDGFSGSLFGFVSITTLTVLAYERYIRVVHARVINFSWAWRAITYIWLYSLAWAGAPLLGWNRYILDIHGLGCTVDWRSKDANDSSFVLFLFLGCLVVPVGIIAHCYGHILYSVRMLRCVEDLQTIQVIKMLRYEKKVAKMCFLMAFVFLTCWMPYIVTRFLVVNGYGHLVTPTVSIVSYLFAKSST.... Result: 0 (no interaction). (7) The miRNA is hsa-miR-128-3p with sequence UCACAGUGAACCGGUCUCUUU. The protein sequence of the target gene is MNLQRYWGEIPISSSQTNRSSFDLLPREFRLVEVHDPPLHQPSANKPKPPTMLDIPSEPCSLTIHTIQLIQHNRRLRNLIATAQAQNQQQTEGVKTEESEPLPSCPGSPPLPDDLLPLDCKNPNAPFQIRHSDPESDFYRGKGEPVTELSWHSCRQLLYQAVATILAHAGFDCANESVLETLTDVAHEYCLKFTKLLRFAVDREARLGQTPFPDVMEQVFHEVGIGSVLSLQKFWQHRIKDYHSYMLQISKQLSEEYERIVNPEKATEDAKPVKIKEEPVSDITFPVSEELEADLASGDQ.... Result: 1 (interaction). (8) The miRNA is hsa-miR-4772-5p with sequence UGAUCAGGCAAAAUUGCAGACU. The protein sequence of the target gene is MPKSKELVSSSSSGSDSDSEVDKKLKRKKQVAPEKPVKKQKTGETSRALSSSKQSSSSRDDNMFQIGKMRYVSVRDFKGKVLIDIREYWMDPEGEMKPGRKGISLNPEQWSQLKEQISDIDDAVRKL. Result: 0 (no interaction). (9) The miRNA is mmu-miR-3061-3p with sequence CUACCUUUGAUAGUCCACUGCC. The protein sequence of the target gene is MLGSERAVVEEWLSEFKALPDTQITSYAATLHRKKALVPALYKVIQDSNNELLEPVCHQLFELYRSSEVRLKRFTLQFLPELIWVYLRLTVSRDRQSNGCIEALLLGIYNLEIADKDGNNKVLSFTIPSLSKPSIYHEPSTIGSMALTEGALCQHDLIRVVYSDLHPQRETFTAQNRFEVLSFLMLCYNSAIVYMPASSYQSLCRMGSRVCVSGFPRQHEKQWKELCGRIVLDPEFMVQLLTGVYYAMYNGQWDLGQEVLDDIIYRAQLELFSQPLLVANAMKNSLPFDAPDSSQEGQKV.... Result: 1 (interaction). (10) The protein sequence of the target gene is MSSSRPEPGPWAPLSPRLQPLSQSSSSLLGEGREQRPELRKTASSTVWQAQLGEASTRPQAPEEEGNPPESMKPARASGPKARPSAGGHWWSSTVGNVSTMGGSDLCRLRAPSAAAMQRSHSDLVRSTQMRGHSGARKASLSCSALGSSPVHRAQLQPGGTSGQGGQAPAGLERDLAPEDETSNSAWMLGASQLSVPPLDLGDTTAHSSSAQAEPKAAEQLATTTCHALPPAALLCGMREVRAGGCCHALPATGILAFPKLVASVSESGLQAQHGVKIHCRLSGGLPGHSHCCAHLWGPA.... Result: 1 (interaction). The miRNA is hsa-miR-337-3p with sequence CUCCUAUAUGAUGCCUUUCUUC.